From a dataset of Reaction yield outcomes from USPTO patents with 853,638 reactions. Predict the reaction yield, written as a fraction of the theoretical maximum amount of product (1.0 means a 100% yield; for example, 0.34 means a 34% yield). (1) The reactants are [CH3:1][O:2][C:3]1[CH:4]=[C:5]2[C:10](=[CH:11][C:12]=1[O:13][CH3:14])[N:9]=[CH:8][N:7]=[C:6]2[S:15][C:16]1[CH:17]=[C:18]([CH:20]=[CH:21][CH:22]=1)[NH2:19].[Cl:23][C:24]1[CH:29]=[CH:28][C:27]([N:30]=[C:31]=[O:32])=[CH:26][C:25]=1[C:33]([F:36])([F:35])[F:34]. No catalyst specified. The product is [Cl:23][C:24]1[CH:29]=[CH:28][C:27]([NH:30][C:31]([NH:19][C:18]2[CH:20]=[CH:21][CH:22]=[C:16]([S:15][C:6]3[C:5]4[C:10](=[CH:11][C:12]([O:13][CH3:14])=[C:3]([O:2][CH3:1])[CH:4]=4)[N:9]=[CH:8][N:7]=3)[CH:17]=2)=[O:32])=[CH:26][C:25]=1[C:33]([F:34])([F:35])[F:36]. The yield is 0.700. (2) The reactants are [NH2:1][C:2]1[CH:7]=[CH:6][CH:5]=[CH:4][CH:3]=1.[CH3:8][CH:9]([CH3:13])[CH2:10][CH:11]=[CH2:12].[OH-].[Na+]. The catalyst is CC[Al](Cl)CC.CC[Al](Cl)Cl. The product is [CH3:12][CH:11]([C:3]1[CH:4]=[CH:5][CH:6]=[CH:7][C:2]=1[NH2:1])[CH2:10][CH:9]([CH3:13])[CH3:8]. The yield is 0.360. (3) The yield is 0.940. The product is [F:1][C:2]1[CH:11]=[C:10]([N+:12]([O-:14])=[O:13])[CH:9]=[CH:8][C:3]=1[CH2:4][OH:5]. The reactants are [F:1][C:2]1[CH:11]=[C:10]([N+:12]([O-:14])=[O:13])[CH:9]=[CH:8][C:3]=1[C:4](OC)=[O:5].[BH4-].[Na+]. The catalyst is CO. (4) The reactants are [NH2:1][C:2]1[CH:7]=[C:6]([Cl:8])[CH:5]=[CH:4][C:3]=1[S:9][CH2:10][CH2:11][C:12]([O:14][CH3:15])=[O:13].[O:16]1[C:20]2[CH:21]=[CH:22][CH:23]=[CH:24][C:19]=2[CH:18]=[C:17]1[S:25](Cl)(=[O:27])=[O:26]. The catalyst is N1C=CC=CC=1.CCOC(C)=O. The product is [O:16]1[C:20]2[CH:21]=[CH:22][CH:23]=[CH:24][C:19]=2[CH:18]=[C:17]1[S:25]([NH:1][C:2]1[CH:7]=[C:6]([Cl:8])[CH:5]=[CH:4][C:3]=1[S:9][CH2:10][CH2:11][C:12]([O:14][CH3:15])=[O:13])(=[O:27])=[O:26]. The yield is 0.520.